From a dataset of Forward reaction prediction with 1.9M reactions from USPTO patents (1976-2016). Predict the product of the given reaction. (1) Given the reactants [N:10]1[C:18]2[CH:17]=[CH:2][CH:15]=[CH:14][C:13]=2N[CH:2]=1.[NH:10]1[C:18]2[C:13](=[CH:14][CH:15]=C[CH:17]=2)C=N1.[N+:19](NC1C=CC=CC=1)([O-:21])=[O:20].[C:29](Cl)(=[O:31])[CH3:30].[CH2:33]([N:35]([CH2:38][CH3:39])[CH2:36][CH3:37])C.[CH3:40][C:41]([N:43]([CH3:45])[CH3:44])=O, predict the reaction product. The product is: [CH:36]([N:35]1[CH2:38][CH2:39][C:29]2([O:31][CH2:40][CH2:41][N:43]([C:45]3[CH:15]=[CH:14][C:13]([N+:19]([O-:21])=[O:20])=[C:18]([NH2:10])[CH:17]=3)[CH2:44]2)[CH2:30][CH2:33]1)([CH3:2])[CH3:37]. (2) Given the reactants [Br:1][C:2]1[CH:7]=[CH:6][N:5]=[C:4]2[N:8]([CH3:12])[CH:9]=[C:10](I)[C:3]=12.[CH3:13][N:14]1[CH2:19][CH2:18][O:17][C:16]2[CH:20]=[CH:21][C:22](B3OC(C)(C)C(C)(C)O3)=[CH:23][C:15]1=2.C(=O)([O-])[O-].[Na+].[Na+].CN(C=O)C, predict the reaction product. The product is: [Br:1][C:2]1[CH:7]=[CH:6][N:5]=[C:4]2[N:8]([CH3:12])[CH:9]=[C:10]([C:22]3[CH:21]=[CH:20][C:16]4[O:17][CH2:18][CH2:19][N:14]([CH3:13])[C:15]=4[CH:23]=3)[C:3]=12. (3) Given the reactants [H-].[Al+3].[Li+].[H-].[H-].[H-].[CH3:7][C:8]1[CH:13]=[CH:12][C:11]([CH2:14][CH2:15][CH2:16][C:17](O)=[O:18])=[CH:10][CH:9]=1.O.[OH-].[Na+], predict the reaction product. The product is: [CH3:7][C:8]1[CH:13]=[CH:12][C:11]([CH2:14][CH2:15][CH2:16][CH2:17][OH:18])=[CH:10][CH:9]=1. (4) Given the reactants C(N1C=C2C(C=C(B3OC(C)(C)C(C)(C)O3)C=C2)=N1)C1C=CC=CC=1.Cl.[CH2:27]([N:34]1[C:42]([CH3:43])=[C:41]2[C:36]([CH:37]=[C:38]([C:44]3[CH:45]=[C:46]([CH:54]4[CH2:59][CH2:58][CH2:57][NH:56][CH2:55]4)[N:47]4[C:52]=3[C:51]([NH2:53])=[N:50][CH:49]=[N:48]4)[CH:39]=[CH:40]2)=[N:35]1)[C:28]1[CH:33]=[CH:32][CH:31]=[CH:30][CH:29]=1, predict the reaction product. The product is: [CH2:27]([N:34]1[C:42]([CH3:43])=[C:41]2[C:36]([CH:37]=[C:38]([C:44]3[CH:45]=[C:46]([CH:54]4[CH2:59][CH2:58][CH2:57][NH:56][CH2:55]4)[N:47]4[C:52]=3[C:51]([NH2:53])=[N:50][CH:49]=[N:48]4)[CH:39]=[CH:40]2)=[N:35]1)[C:28]1[CH:29]=[CH:30][CH:31]=[CH:32][CH:33]=1. (5) Given the reactants C(=O)([O-])[O-].[Cs+].[Cs+].C[O:8][C:9](=[O:21])[CH2:10][C:11]1[C:12]2[CH:19]=[CH:18][CH:17]=[C:16]([OH:20])[C:13]=2[S:14][CH:15]=1.Cl[CH2:23][C:24]1[CH:28]=[C:27]([C:29]2[CH:34]=[CH:33][C:32]([Cl:35])=[CH:31][CH:30]=2)[O:26][N:25]=1, predict the reaction product. The product is: [Cl:35][C:32]1[CH:31]=[CH:30][C:29]([C:27]2[O:26][N:25]=[C:24]([CH2:23][O:20][C:16]3[C:13]4[S:14][CH:15]=[C:11]([CH2:10][C:9]([OH:8])=[O:21])[C:12]=4[CH:19]=[CH:18][CH:17]=3)[CH:28]=2)=[CH:34][CH:33]=1.